Task: Predict which catalyst facilitates the given reaction.. Dataset: Catalyst prediction with 721,799 reactions and 888 catalyst types from USPTO (1) Reactant: Br[C:2]1[CH:10]=[C:9]2[C:5]([C:6]([CH3:19])([CH3:18])[C:7](=[O:17])[N:8]2[CH2:11][CH2:12][CH2:13][CH2:14][O:15][CH3:16])=[CH:4][CH:3]=1.C1(P(C2C=CC=CC=2)C2C=CC=CC=2)C=CC=CC=1.C(N(CC)CC)C.[CH3:46][OH:47].CN([CH:51]=[O:52])C. Product: [CH3:16][O:15][CH2:14][CH2:13][CH2:12][CH2:11][N:8]1[C:9]2[C:5](=[CH:4][CH:3]=[C:2]([C:46]([O:52][CH3:51])=[O:47])[CH:10]=2)[C:6]([CH3:19])([CH3:18])[C:7]1=[O:17]. The catalyst class is: 713. (2) Reactant: Cl.[CH3:2][CH:3]1[CH2:8][C:7](=[O:9])[CH2:6][CH:5]([CH3:10])[NH:4]1.O1CCOCC1.C(=O)(O)[O-].[Na+].[CH3:22][C:23]([O:26][C:27](O[C:27]([O:26][C:23]([CH3:25])([CH3:24])[CH3:22])=[O:28])=[O:28])([CH3:25])[CH3:24]. Product: [C:23]([O:26][C:27]([N:4]1[CH:5]([CH3:10])[CH2:6][C:7](=[O:9])[CH2:8][CH:3]1[CH3:2])=[O:28])([CH3:25])([CH3:24])[CH3:22]. The catalyst class is: 6. (3) Reactant: [CH3:1][N:2]1[CH:6]=[C:5]([C:7]2[CH:8]=[C:9]3[C:14](=[CH:15][CH:16]=2)[N:13]([C:17]2[C:21]4[CH2:22][N:23]([C:26](=[O:28])[CH3:27])[CH2:24][CH2:25][C:20]=4[N:19]([C@H:29]4[CH2:33][CH2:32][O:31][CH2:30]4)[N:18]=2)[CH2:12][CH2:11][NH:10]3)[CH:4]=[N:3]1.[H-].[Na+].[CH3:36]I. Product: [CH3:36][N:10]1[C:9]2[C:14](=[CH:15][CH:16]=[C:7]([C:5]3[CH:4]=[N:3][N:2]([CH3:1])[CH:6]=3)[CH:8]=2)[N:13]([C:17]2[C:21]3[CH2:22][N:23]([C:26](=[O:28])[CH3:27])[CH2:24][CH2:25][C:20]=3[N:19]([C@H:29]3[CH2:33][CH2:32][O:31][CH2:30]3)[N:18]=2)[CH2:12][CH2:11]1. The catalyst class is: 3. (4) Reactant: C([BH3-])#N.[Na+].[F:5][C:6]1[CH:14]=[CH:13][CH:12]=[C:11]2[C:7]=1[CH:8]=[CH:9][NH:10]2. Product: [F:5][C:6]1[CH:14]=[CH:13][CH:12]=[C:11]2[C:7]=1[CH2:8][CH2:9][NH:10]2. The catalyst class is: 15. (5) Reactant: [Cl:1][C:2]1[CH:7]=[C:6]([Cl:8])[CH:5]=[CH:4][C:3]=1[NH:9][C:10]1[N:15]=[C:14]([C:16]([F:19])([F:18])[F:17])[C:13]([C:20]([OH:22])=O)=[CH:12][N:11]=1.C(N1CCOCC1)C.[NH2:31][CH2:32][CH:33]1[CH2:38][CH2:37][O:36][CH2:35][CH2:34]1.O.ON1C2C=CC=CC=2N=N1.Cl.CN(C)CCCN=C=NCC. The catalyst class is: 9. Product: [O:36]1[CH2:37][CH2:38][CH:33]([CH2:32][NH:31][C:20]([C:13]2[C:14]([C:16]([F:17])([F:19])[F:18])=[N:15][C:10]([NH:9][C:3]3[CH:4]=[CH:5][C:6]([Cl:8])=[CH:7][C:2]=3[Cl:1])=[N:11][CH:12]=2)=[O:22])[CH2:34][CH2:35]1. (6) Reactant: [NH2:1][C:2]1[S:3][C:4]2[CH:10]=[C:9]([O:11][S:12]([C:15]3[CH:20]=[CH:19][C:18]([F:21])=[CH:17][CH:16]=3)(=[O:14])=[O:13])[CH:8]=[CH:7][C:5]=2[N:6]=1.[C:22](O)(=[O:26])[CH2:23][CH2:24][CH3:25].CN(C(ON1N=NC2C=CC=NC1=2)=[N+](C)C)C.F[P-](F)(F)(F)(F)F.C(N(CC)C(C)C)(C)C. Product: [C:22]([NH:1][C:2]1[S:3][C:4]2[CH:10]=[C:9]([O:11][S:12]([C:15]3[CH:20]=[CH:19][C:18]([F:21])=[CH:17][CH:16]=3)(=[O:13])=[O:14])[CH:8]=[CH:7][C:5]=2[N:6]=1)(=[O:26])[CH2:23][CH2:24][CH3:25]. The catalyst class is: 9. (7) Reactant: [CH2:1]([O:5][C:6]1[C:11]([F:12])=[C:10](F)[N:9]=[CH:8][N:7]=1)[C:2]#[C:3][CH3:4].Cl.[CH3:15][C:16]1([CH3:21])[CH2:20][CH2:19][NH:18][CH2:17]1.C(=O)([O-])[O-].[K+].[K+].[Cl-].[NH4+]. Product: [CH2:1]([O:5][C:6]1[C:11]([F:12])=[C:10]([N:18]2[CH2:19][CH2:20][C:16]([CH3:21])([CH3:15])[CH2:17]2)[N:9]=[CH:8][N:7]=1)[C:2]#[C:3][CH3:4]. The catalyst class is: 10. (8) Product: [F:36][C:37]1[CH:45]=[CH:44][CH:43]=[C:42]([F:46])[C:38]=1[C:39]([N:16]([CH2:17][C:18]1[CH:23]=[CH:22][CH:21]=[CH:20][C:19]=1[O:24][CH3:25])[C:14]([N:13]([C:3]1[CH:4]=[CH:5][C:6]([S:8][C:9]([F:11])([F:12])[F:10])=[CH:7][C:2]=1[F:1])[CH3:26])=[O:15])=[O:40]. Reactant: [F:1][C:2]1[CH:7]=[C:6]([S:8][C:9]([F:12])([F:11])[F:10])[CH:5]=[CH:4][C:3]=1[N:13]([CH3:26])[C:14]([NH:16][CH2:17][C:18]1[CH:23]=[CH:22][CH:21]=[CH:20][C:19]=1[O:24][CH3:25])=[O:15].C(N(C(C)C)CC)(C)C.[F:36][C:37]1[CH:45]=[CH:44][CH:43]=[C:42]([F:46])[C:38]=1[C:39](Cl)=[O:40].C(OCC)(=O)C. The catalyst class is: 11. (9) Reactant: Br[C:2]1[CH:7]=[CH:6][CH:5]=[CH:4][C:3]=1[C:8]1[CH:13]=[CH:12][C:11]([CH2:14][N:15]2[CH:19]=[N:18][CH:17]=[N:16]2)=[CH:10][CH:9]=1.[CH3:20][N:21]1[CH2:26][CH2:25][NH:24][CH2:23][CH2:22]1.C1(P(C2C=CC=CC=2)C2C=CC3C(=CC=CC=3)C=2C2C3C(=CC=CC=3)C=CC=2P(C2C=CC=CC=2)C2C=CC=CC=2)C=CC=CC=1.CC(C)([O-])C.[Na+]. Product: [CH3:20][N:21]1[CH2:26][CH2:25][N:24]([C:2]2[CH:7]=[CH:6][CH:5]=[CH:4][C:3]=2[C:8]2[CH:13]=[CH:12][C:11]([CH2:14][N:15]3[CH:19]=[N:18][CH:17]=[N:16]3)=[CH:10][CH:9]=2)[CH2:23][CH2:22]1. The catalyst class is: 164.